This data is from Full USPTO retrosynthesis dataset with 1.9M reactions from patents (1976-2016). The task is: Predict the reactants needed to synthesize the given product. (1) Given the product [NH:20]([C:18]1[C:17]([N+:24]([O-:26])=[O:25])=[CH:16][C:15]([O:27][CH3:28])=[C:14]([O:6][C:5]2[CH:7]=[CH:8][CH:9]=[C:3]([C:2]([F:10])([F:11])[F:1])[CH:4]=2)[CH:19]=1)[C:21]([CH3:23])=[O:22], predict the reactants needed to synthesize it. The reactants are: [F:1][C:2]([F:11])([F:10])[C:3]1[CH:4]=[C:5]([CH:7]=[CH:8][CH:9]=1)[O-:6].[K+].Br[C:14]1[CH:19]=[C:18]([NH:20][C:21]([CH3:23])=[O:22])[C:17]([N+:24]([O-:26])=[O:25])=[CH:16][C:15]=1[O:27][CH3:28]. (2) Given the product [CH3:13][O:12][C:10](=[O:11])[CH2:9][C:8]1[C:3]([C:1]#[C:2][C:26]2[C:27]([C:28]([F:29])([F:30])[F:31])=[CH:22][N:23]=[C:24]([NH:32][C:33]3[CH:38]=[CH:37][C:36]([CH:39]4[CH2:40][CH2:41][N:42]([C:45]([O:47][C:48]([CH3:51])([CH3:50])[CH3:49])=[O:46])[CH2:43][CH2:44]4)=[CH:35][CH:34]=3)[N:25]=2)=[N:4][CH:5]=[CH:6][CH:7]=1, predict the reactants needed to synthesize it. The reactants are: [C:1]([C:3]1[C:8]([CH2:9][C:10]([O:12][CH3:13])=[O:11])=[CH:7][CH:6]=[CH:5][N:4]=1)#[CH:2].C(N(CC)CC)C.Cl[C:22]1[C:27]([C:28]([F:31])([F:30])[F:29])=[CH:26][N:25]=[C:24]([NH:32][C:33]2[CH:38]=[CH:37][C:36]([CH:39]3[CH2:44][CH2:43][N:42]([C:45]([O:47][C:48]([CH3:51])([CH3:50])[CH3:49])=[O:46])[CH2:41][CH2:40]3)=[CH:35][CH:34]=2)[N:23]=1.C1(P(C2C=CC=CC=2)C2C=CC=CC=2)C=CC=CC=1. (3) Given the product [F:2][C:3]1[CH:11]=[CH:10][CH:9]=[C:8]2[C:4]=1[CH:5]=[C:6]([CH:12]1[CH2:17][CH:16]([C:18]3[C:19]([N:38]([CH3:43])[S:39]([CH3:42])(=[O:40])=[O:41])=[CH:20][C:21]4[O:25][C:24]([C:26]5[CH:27]=[CH:28][C:29]([F:32])=[CH:30][CH:31]=5)=[C:23]([C:33]([NH:34][CH3:35])=[O:36])[C:22]=4[CH:37]=3)[CH2:15][CH2:14][N:13]1[CH3:44])[NH:7]2, predict the reactants needed to synthesize it. The reactants are: [I-].[F:2][C:3]1[CH:11]=[CH:10][CH:9]=[C:8]2[C:4]=1[CH:5]=[C:6]([C:12]1[CH:17]=[C:16]([C:18]3[C:19]([N:38]([CH3:43])[S:39]([CH3:42])(=[O:41])=[O:40])=[CH:20][C:21]4[O:25][C:24]([C:26]5[CH:31]=[CH:30][C:29]([F:32])=[CH:28][CH:27]=5)=[C:23]([C:33](=[O:36])[NH:34][CH3:35])[C:22]=4[CH:37]=3)[CH:15]=[CH:14][N+:13]=1[CH3:44])[NH:7]2.